This data is from NCI-60 drug combinations with 297,098 pairs across 59 cell lines. The task is: Regression. Given two drug SMILES strings and cell line genomic features, predict the synergy score measuring deviation from expected non-interaction effect. (1) Drug 1: C1=CC(=C2C(=C1NCCNCCO)C(=O)C3=C(C=CC(=C3C2=O)O)O)NCCNCCO. Drug 2: CC(C)(C#N)C1=CC(=CC(=C1)CN2C=NC=N2)C(C)(C)C#N. Cell line: NCI-H460. Synergy scores: CSS=39.4, Synergy_ZIP=0.763, Synergy_Bliss=-2.15, Synergy_Loewe=-19.0, Synergy_HSA=-1.67. (2) Drug 1: C1CC(C1)(C(=O)O)C(=O)O.[NH2-].[NH2-].[Pt+2]. Drug 2: COC1=C2C(=CC3=C1OC=C3)C=CC(=O)O2. Cell line: SF-539. Synergy scores: CSS=31.0, Synergy_ZIP=0.311, Synergy_Bliss=5.23, Synergy_Loewe=5.64, Synergy_HSA=5.15. (3) Drug 1: C(=O)(N)NO. Drug 2: C1CN(CCN1C(=O)CCBr)C(=O)CCBr. Cell line: KM12. Synergy scores: CSS=23.3, Synergy_ZIP=-1.87, Synergy_Bliss=1.87, Synergy_Loewe=3.12, Synergy_HSA=3.26. (4) Drug 1: CCCS(=O)(=O)NC1=C(C(=C(C=C1)F)C(=O)C2=CNC3=C2C=C(C=N3)C4=CC=C(C=C4)Cl)F. Drug 2: C1CNP(=O)(OC1)N(CCCl)CCCl. Cell line: MDA-MB-435. Synergy scores: CSS=13.4, Synergy_ZIP=-6.56, Synergy_Bliss=-5.68, Synergy_Loewe=-30.8, Synergy_HSA=-6.09. (5) Drug 1: CC1=C(C=C(C=C1)NC2=NC=CC(=N2)N(C)C3=CC4=NN(C(=C4C=C3)C)C)S(=O)(=O)N.Cl. Drug 2: CC(C)(C#N)C1=CC(=CC(=C1)CN2C=NC=N2)C(C)(C)C#N. Cell line: CCRF-CEM. Synergy scores: CSS=4.13, Synergy_ZIP=5.00, Synergy_Bliss=-0.749, Synergy_Loewe=0.495, Synergy_HSA=-0.484. (6) Drug 1: CN(CC1=CN=C2C(=N1)C(=NC(=N2)N)N)C3=CC=C(C=C3)C(=O)NC(CCC(=O)O)C(=O)O. Drug 2: CN(CCCl)CCCl.Cl. Cell line: UACC62. Synergy scores: CSS=29.9, Synergy_ZIP=-6.39, Synergy_Bliss=-4.92, Synergy_Loewe=-7.78, Synergy_HSA=-2.63.